Dataset: Catalyst prediction with 721,799 reactions and 888 catalyst types from USPTO. Task: Predict which catalyst facilitates the given reaction. (1) Reactant: [C:1]([O:5][C:6](=[O:40])[NH:7][C:8]1([C:12]2[CH:17]=[CH:16][C:15]([C:18]3[C:27]([C:28]4[CH:33]=[CH:32][CH:31]=[CH:30][CH:29]=4)=[CH:26][C:25]4[C:24](=O)[C:23](=[C:35](SC)SC)[CH2:22][CH2:21][C:20]=4[N:19]=3)=[CH:14][CH:13]=2)[CH2:11][CH2:10][CH2:9]1)([CH3:4])([CH3:3])[CH3:2].[NH:41]1[CH2:46][CH2:45][O:44][CH2:43][CH2:42]1.O.[NH2:48][NH2:49]. Product: [C:1]([O:5][C:6](=[O:40])[NH:7][C:8]1([C:12]2[CH:17]=[CH:16][C:15]([C:18]3[C:27]([C:28]4[CH:29]=[CH:30][CH:31]=[CH:32][CH:33]=4)=[CH:26][C:25]4[C:24]5=[N:48][NH:49][C:35]([N:41]6[CH2:46][CH2:45][O:44][CH2:43][CH2:42]6)=[C:23]5[CH2:22][CH2:21][C:20]=4[N:19]=3)=[CH:14][CH:13]=2)[CH2:9][CH2:10][CH2:11]1)([CH3:3])([CH3:4])[CH3:2]. The catalyst class is: 8. (2) Reactant: [S:1]1[CH:5]=[CH:4][CH:3]=[C:2]1[CH2:6][CH2:7][NH2:8].[CH:9]([C:12]1[CH:19]=[CH:18][CH:17]=[CH:16][C:13]=1[CH:14]=O)([CH3:11])[CH3:10].O.CC(=O)OCC.CCCCCC. Product: [CH:9]([C:12]1[CH:19]=[CH:18][CH:17]=[CH:16][C:13]=1[CH:14]1[C:3]2[CH:4]=[CH:5][S:1][C:2]=2[CH2:6][CH2:7][NH:8]1)([CH3:11])[CH3:10]. The catalyst class is: 11. (3) Reactant: [CH2:1]([O:3][C:4]([C:6]1[NH:7][C:8]2[C:13]([CH:14]=1)=[CH:12][CH:11]=[CH:10][CH:9]=2)=[O:5])[CH3:2].Br[CH2:16][C:17]([NH:19][C:20]1[CH:25]=[CH:24][C:23]([Cl:26])=[CH:22][CH:21]=1)=[O:18]. Product: [CH2:1]([O:3][C:4]([C:6]1[N:7]([CH2:16][C:17](=[O:18])[NH:19][C:20]2[CH:25]=[CH:24][C:23]([Cl:26])=[CH:22][CH:21]=2)[C:8]2[C:13]([CH:14]=1)=[CH:12][CH:11]=[CH:10][CH:9]=2)=[O:5])[CH3:2]. The catalyst class is: 35. (4) The catalyst class is: 1. Product: [CH2:1]([C:3]1[N:13]([C:14]2[CH:15]=[CH:16][C:17]([CH2:20][CH2:21][NH:22][C:23]([N:25]([CH3:36])[S:26]([C:29]3[CH:34]=[CH:33][C:32]([CH3:35])=[CH:31][CH:30]=3)(=[O:28])=[O:27])=[O:24])=[CH:18][CH:19]=2)[C:6]2=[N:7][C:8]([CH3:12])=[CH:9][C:10]([CH3:11])=[C:5]2[N:4]=1)[CH3:2]. Reactant: [CH2:1]([C:3]1[N:13]([C:14]2[CH:19]=[CH:18][C:17]([CH2:20][CH2:21][NH:22][C:23]([NH:25][S:26]([C:29]3[CH:34]=[CH:33][C:32]([CH3:35])=[CH:31][CH:30]=3)(=[O:28])=[O:27])=[O:24])=[CH:16][CH:15]=2)[C:6]2=[N:7][C:8]([CH3:12])=[CH:9][C:10]([CH3:11])=[C:5]2[N:4]=1)[CH3:2].[CH:36]([N-]C(C)C)(C)C.[Li+].CI.P([O-])([O-])([O-])=O.